From a dataset of Merck oncology drug combination screen with 23,052 pairs across 39 cell lines. Regression. Given two drug SMILES strings and cell line genomic features, predict the synergy score measuring deviation from expected non-interaction effect. (1) Drug 1: O=P1(N(CCCl)CCCl)NCCCO1. Drug 2: C#Cc1cccc(Nc2ncnc3cc(OCCOC)c(OCCOC)cc23)c1. Cell line: SKMES1. Synergy scores: synergy=5.32. (2) Drug 1: O=C(CCCCCCC(=O)Nc1ccccc1)NO. Drug 2: CC1(c2nc3c(C(N)=O)cccc3[nH]2)CCCN1. Cell line: NCIH23. Synergy scores: synergy=1.38. (3) Drug 1: O=S1(=O)NC2(CN1CC(F)(F)F)C1CCC2Cc2cc(C=CCN3CCC(C(F)(F)F)CC3)ccc2C1. Drug 2: Nc1ccn(C2OC(CO)C(O)C2(F)F)c(=O)n1. Cell line: A427. Synergy scores: synergy=-1.96. (4) Drug 1: C=CCn1c(=O)c2cnc(Nc3ccc(N4CCN(C)CC4)cc3)nc2n1-c1cccc(C(C)(C)O)n1. Drug 2: CC1(c2nc3c(C(N)=O)cccc3[nH]2)CCCN1. Cell line: ZR751. Synergy scores: synergy=-11.2. (5) Drug 1: COC1=C2CC(C)CC(OC)C(O)C(C)C=C(C)C(OC(N)=O)C(OC)C=CC=C(C)C(=O)NC(=CC1=O)C2=O. Drug 2: Cn1cc(-c2cnn3c(N)c(Br)c(C4CCCNC4)nc23)cn1. Cell line: T47D. Synergy scores: synergy=-35.0. (6) Drug 1: CC(=O)OC1C(=O)C2(C)C(O)CC3OCC3(OC(C)=O)C2C(OC(=O)c2ccccc2)C2(O)CC(OC(=O)C(O)C(NC(=O)c3ccccc3)c3ccccc3)C(C)=C1C2(C)C. Drug 2: COC1=C2CC(C)CC(OC)C(O)C(C)C=C(C)C(OC(N)=O)C(OC)C=CC=C(C)C(=O)NC(=CC1=O)C2=O. Cell line: OV90. Synergy scores: synergy=15.7. (7) Drug 1: CC(=O)OC1C(=O)C2(C)C(O)CC3OCC3(OC(C)=O)C2C(OC(=O)c2ccccc2)C2(O)CC(OC(=O)C(O)C(NC(=O)c3ccccc3)c3ccccc3)C(C)=C1C2(C)C. Drug 2: COC1=C2CC(C)CC(OC)C(O)C(C)C=C(C)C(OC(N)=O)C(OC)C=CC=C(C)C(=O)NC(=CC1=O)C2=O. Cell line: ES2. Synergy scores: synergy=17.0. (8) Drug 1: Nc1ccn(C2OC(CO)C(O)C2(F)F)c(=O)n1. Drug 2: Cc1nc(Nc2ncc(C(=O)Nc3c(C)cccc3Cl)s2)cc(N2CCN(CCO)CC2)n1. Cell line: A375. Synergy scores: synergy=-16.4. (9) Drug 1: N.N.O=C(O)C1(C(=O)O)CCC1.[Pt]. Drug 2: NC(=O)c1cccc2cn(-c3ccc(C4CCCNC4)cc3)nc12. Cell line: KPL1. Synergy scores: synergy=17.4. (10) Drug 1: CCC1(O)CC2CN(CCc3c([nH]c4ccccc34)C(C(=O)OC)(c3cc4c(cc3OC)N(C)C3C(O)(C(=O)OC)C(OC(C)=O)C5(CC)C=CCN6CCC43C65)C2)C1. Drug 2: C=CCn1c(=O)c2cnc(Nc3ccc(N4CCN(C)CC4)cc3)nc2n1-c1cccc(C(C)(C)O)n1. Cell line: HT144. Synergy scores: synergy=11.8.